Task: Predict which catalyst facilitates the given reaction.. Dataset: Catalyst prediction with 721,799 reactions and 888 catalyst types from USPTO (1) Reactant: [O:1]=[C:2]1[NH:7][CH2:6][CH2:5][N:4]([C:8]([O:10][C:11]([CH3:14])([CH3:13])[CH3:12])=[O:9])[CH2:3]1.C[Si]([N-][Si](C)(C)C)(C)C.[Na+].Br[CH2:26][CH2:27][CH2:28]Br.[NH:30]1[CH2:34][CH2:33][CH2:32][CH2:31]1.C(=O)([O-])[O-].[K+].[K+]. Product: [O:1]=[C:2]1[N:7]([CH2:26][CH2:27][CH2:28][N:30]2[CH2:34][CH2:33][CH2:32][CH2:31]2)[CH2:6][CH2:5][N:4]([C:8]([O:10][C:11]([CH3:14])([CH3:13])[CH3:12])=[O:9])[CH2:3]1. The catalyst class is: 30. (2) Reactant: CC(C)([O:4][C:5](=[O:44])[CH2:6][N:7](C(=O)C(F)(F)F)[C:8]1[CH:17]=[C:16]([C:18]2[C:27]3[C:22](=[CH:23][C:24]([O:33][CH2:34][CH3:35])=[C:25]4[O:30][C:29]([CH3:32])([CH3:31])[CH2:28][C:26]4=3)[CH2:21][C:20]([CH3:37])([CH3:36])[N:19]=2)[CH:15]=[CH:14][C:9]=1[C:10]([O:12][CH3:13])=[O:11])C.C(=O)([O-])[O-].[K+].[K+]. Product: [CH2:34]([O:33][C:24]1[CH:23]=[C:22]2[C:27](=[C:26]3[CH2:28][C:29]([CH3:32])([CH3:31])[O:30][C:25]=13)[C:18]([C:16]1[CH:15]=[CH:14][C:9]([C:10]([O:12][CH3:13])=[O:11])=[C:8]([NH:7][CH2:6][C:5]([OH:44])=[O:4])[CH:17]=1)=[N:19][C:20]([CH3:36])([CH3:37])[CH2:21]2)[CH3:35]. The catalyst class is: 5. (3) Reactant: [C:1]([C:3]1[CH:4]=[CH:5][C:6]2[N:12]3[C:13]([C:16]([F:19])([F:18])[F:17])=[N:14][N:15]=[C:11]3[C@H:10]([CH2:20][C:21]([O:23]CC)=[O:22])[O:9][C@@H:8]([C:26]3[CH:31]=[CH:30][CH:29]=[C:28]([O:32][CH3:33])[C:27]=3[O:34][CH3:35])[C:7]=2[CH:36]=1)#[N:2].Cl. Product: [C:1]([C:3]1[CH:4]=[CH:5][C:6]2[N:12]3[C:13]([C:16]([F:19])([F:18])[F:17])=[N:14][N:15]=[C:11]3[C@H:10]([CH2:20][C:21]([OH:23])=[O:22])[O:9][C@@H:8]([C:26]3[CH:31]=[CH:30][CH:29]=[C:28]([O:32][CH3:33])[C:27]=3[O:34][CH3:35])[C:7]=2[CH:36]=1)#[N:2]. The catalyst class is: 12. (4) Reactant: Br[C:2]1[CH:3]=[CH:4][N:5]2[CH:10]=[C:9]([CH2:11][CH3:12])[N:8]([C:13]3[CH:18]=[CH:17][CH:16]=[CH:15][CH:14]=3)[C:7](=[O:19])[C:6]=12.[CH3:20][N:21]1[CH:25]=[C:24](B2OC(C)(C)C(C)(C)O2)[CH:23]=[N:22]1.C([O-])([O-])=O.[K+].[K+]. Product: [CH2:11]([C:9]1[N:8]([C:13]2[CH:18]=[CH:17][CH:16]=[CH:15][CH:14]=2)[C:7](=[O:19])[C:6]2[N:5]([CH:4]=[CH:3][C:2]=2[C:24]2[CH:23]=[N:22][N:21]([CH3:20])[CH:25]=2)[CH:10]=1)[CH3:12]. The catalyst class is: 70.